Dataset: Catalyst prediction with 721,799 reactions and 888 catalyst types from USPTO. Task: Predict which catalyst facilitates the given reaction. (1) Reactant: [CH:1]([C@H:14]1[O:19][CH2:18][C@@H:17]([NH2:20])[CH2:16][CH2:15]1)([C:8]1[CH:13]=[CH:12][CH:11]=[CH:10][CH:9]=1)[C:2]1[CH:7]=[CH:6][CH:5]=[CH:4][CH:3]=1.[OH:21][C:22]1[CH:29]=[CH:28][C:25]([CH:26]=O)=[CH:24][CH:23]=1.C(O)(=O)C.[BH3-]C#N.[Na+]. Product: [CH:1]([C@H:14]1[O:19][CH2:18][C@@H:17]([NH:20][CH2:26][C:25]2[CH:28]=[CH:29][C:22]([OH:21])=[CH:23][CH:24]=2)[CH2:16][CH2:15]1)([C:8]1[CH:13]=[CH:12][CH:11]=[CH:10][CH:9]=1)[C:2]1[CH:3]=[CH:4][CH:5]=[CH:6][CH:7]=1. The catalyst class is: 525. (2) Reactant: S[C:2]1[O:3][C:4]2[CH:14]=[CH:13][C:12]3[C:7](=[CH:8][CH:9]=[CH:10][CH:11]=3)[C:5]=2[N:6]=1.[CH3:15][N:16]1[CH2:22][CH2:21][CH2:20][NH:19][CH2:18][CH2:17]1. Product: [CH3:15][N:16]1[CH2:22][CH2:21][CH2:20][N:19]([C:2]2[O:3][C:4]3[CH:14]=[CH:13][C:12]4[C:7](=[CH:8][CH:9]=[CH:10][CH:11]=4)[C:5]=3[N:6]=2)[CH2:18][CH2:17]1. The catalyst class is: 22. (3) Reactant: [Br:1][C:2]1[CH:3]=[C:4]([N:8]2[C:12]3[CH2:13][CH2:14][C:15](O)([CH3:16])[C:11]=3[C:10]([C:18]([O:20][CH2:21][CH3:22])=[O:19])=[N:9]2)[CH:5]=[CH:6][CH:7]=1.C([SiH](CC)CC)C.B(F)(F)F.CCOCC. Product: [Br:1][C:2]1[CH:3]=[C:4]([N:8]2[C:12]3[CH2:13][CH2:14][CH:15]([CH3:16])[C:11]=3[C:10]([C:18]([O:20][CH2:21][CH3:22])=[O:19])=[N:9]2)[CH:5]=[CH:6][CH:7]=1. The catalyst class is: 4.